From a dataset of Forward reaction prediction with 1.9M reactions from USPTO patents (1976-2016). Predict the product of the given reaction. (1) The product is: [Br:12][C:13]1[CH:18]=[CH:17][C:16]([NH:19][C:20]2[NH:11][C:6]3[CH:5]=[C:4]([N+:1]([O-:3])=[O:2])[CH:9]=[CH:8][C:7]=3[N:10]=2)=[CH:15][CH:14]=1. Given the reactants [N+:1]([C:4]1[CH:5]=[C:6]([NH2:11])[C:7]([NH2:10])=[CH:8][CH:9]=1)([O-:3])=[O:2].[Br:12][C:13]1[CH:18]=[CH:17][C:16]([N:19]=[C:20]=S)=[CH:15][CH:14]=1.IC, predict the reaction product. (2) Given the reactants [CH3:1][C:2]([CH3:31])([CH3:30])[C:3]([N:5]([CH2:23][CH:24]1[CH2:28][O:27][C:26](=[O:29])[O:25]1)[C:6]1[C:11](/[CH:12]=[CH:13]/[C:14]([O:16][CH2:17][CH2:18][CH2:19][CH3:20])=[O:15])=[CH:10][CH:9]=[C:8]([O:21][CH3:22])[N:7]=1)=[O:4].[H][H], predict the reaction product. The product is: [CH3:30][C:2]([CH3:1])([CH3:31])[C:3]([N:5]([CH2:23][CH:24]1[CH2:28][O:27][C:26](=[O:29])[O:25]1)[C:6]1[C:11]([CH2:12][CH2:13][C:14]([O:16][CH2:17][CH2:18][CH2:19][CH3:20])=[O:15])=[CH:10][CH:9]=[C:8]([O:21][CH3:22])[N:7]=1)=[O:4].